From a dataset of Full USPTO retrosynthesis dataset with 1.9M reactions from patents (1976-2016). Predict the reactants needed to synthesize the given product. Given the product [CH2:19]([C:7]1[S:6][C:5]([C:3]([OH:4])=[O:2])=[CH:9][C:8]=1[B:10]1[O:14][C:13]([CH3:16])([CH3:15])[C:12]([CH3:17])([CH3:18])[O:11]1)[CH3:20], predict the reactants needed to synthesize it. The reactants are: C[O:2][C:3]([C:5]1[S:6][C:7]([CH2:19][CH3:20])=[C:8]([B:10]2[O:14][C:13]([CH3:16])([CH3:15])[C:12]([CH3:18])([CH3:17])[O:11]2)[CH:9]=1)=[O:4].[OH-].[Na+].